From a dataset of Retrosynthesis with 50K atom-mapped reactions and 10 reaction types from USPTO. Predict the reactants needed to synthesize the given product. Given the product Cc1ccccc1NC(=O)Nc1ccc(CC(=O)NC(CC(C)C)c2ncc(CCC(=O)NS(C)(=O)=O)s2)cc1, predict the reactants needed to synthesize it. The reactants are: CS(N)(=O)=O.Cc1ccccc1NC(=O)Nc1ccc(CC(=O)NC(CC(C)C)c2ncc(CCC(=O)O)s2)cc1.